The task is: Predict the reaction yield, written as a fraction of the theoretical maximum amount of product (1.0 means a 100% yield; for example, 0.34 means a 34% yield).. This data is from Reaction yield outcomes from USPTO patents with 853,638 reactions. (1) The catalyst is C1COCC1. The product is [Br:34][CH:32]([CH3:33])[CH2:31][CH2:30][CH:18]1[CH:19]([C:20]2[CH:21]=[CH:22][CH:23]=[CH:24][CH:25]=2)[N:16]([Si:15]([C:11]([CH3:14])([CH3:13])[CH3:12])([CH3:28])[CH3:27])[C:17]1=[O:26]. The yield is 0.680. The reactants are C(NCC)C.[Li]CCCC.[C:11]([Si:15]([CH3:28])([CH3:27])[N:16]1[CH:19]([C:20]2[CH:25]=[CH:24][CH:23]=[CH:22][CH:21]=2)[CH2:18][C:17]1=[O:26])([CH3:14])([CH3:13])[CH3:12].Br[CH2:30][CH2:31][CH:32]([Br:34])[CH3:33].[NH4+].[Cl-]. (2) The reactants are [CH3:1][O:2][C:3]1[CH:4]=[C:5]([C:11]2[CH:19]=[CH:18][CH:17]=[C:16]3[C:12]=2[CH:13]=[CH:14][NH:15]3)[CH:6]=[CH:7][C:8]=1[O:9][CH3:10].C([OH:22])C.C(O)(=O)C.[Br-].[Br-].[Br-].[NH+]1C=CC=CC=1.[NH+]1C=CC=CC=1.[NH+]1C=CC=CC=1. The catalyst is CC(O)(C)C.[Zn].O. The product is [CH3:1][O:2][C:3]1[CH:4]=[C:5]([C:11]2[CH:19]=[CH:18][CH:17]=[C:16]3[C:12]=2[CH2:13][C:14](=[O:22])[NH:15]3)[CH:6]=[CH:7][C:8]=1[O:9][CH3:10]. The yield is 0.650.